This data is from NCI-60 drug combinations with 297,098 pairs across 59 cell lines. The task is: Regression. Given two drug SMILES strings and cell line genomic features, predict the synergy score measuring deviation from expected non-interaction effect. Cell line: MDA-MB-435. Synergy scores: CSS=85.6, Synergy_ZIP=15.1, Synergy_Bliss=14.0, Synergy_Loewe=-13.2, Synergy_HSA=14.0. Drug 1: CC1=C2C(C(=O)C3(C(CC4C(C3C(C(C2(C)C)(CC1OC(=O)C(C(C5=CC=CC=C5)NC(=O)OC(C)(C)C)O)O)OC(=O)C6=CC=CC=C6)(CO4)OC(=O)C)OC)C)OC. Drug 2: C1=CC=C(C(=C1)C(C2=CC=C(C=C2)Cl)C(Cl)Cl)Cl.